Dataset: Full USPTO retrosynthesis dataset with 1.9M reactions from patents (1976-2016). Task: Predict the reactants needed to synthesize the given product. (1) Given the product [C:1]([C:4]1[C:29](=[O:30])[C@@:8]2([CH3:31])[C:9]3[C:15]([O:16][CH3:35])=[CH:14][C:13]([O:17][CH3:18])=[C:12]([C:19]([O:21][CH2:22][C:23]4[CH:24]=[CH:25][CH:26]=[CH:27][CH:28]=4)=[O:20])[C:10]=3[O:11][C:7]2=[CH:6][C:5]=1[OH:32])(=[O:3])[CH3:2], predict the reactants needed to synthesize it. The reactants are: [C:1]([C:4]1[C:29](=[O:30])[C@@:8]2([CH3:31])[C:9]3[C:15]([OH:16])=[CH:14][C:13]([O:17][CH3:18])=[C:12]([C:19]([O:21][CH2:22][C:23]4[CH:28]=[CH:27][CH:26]=[CH:25][CH:24]=4)=[O:20])[C:10]=3[O:11][C:7]2=[CH:6][C:5]=1[OH:32])(=[O:3])[CH3:2].[H-].[Na+].[CH3:35]I.Cl. (2) Given the product [OH:2][C@:3]1([C@@H:24]2[CH2:28][S:27][C:26](=[O:29])[NH:25]2)[CH2:8][C@H:7]([O:9][C:10](=[O:18])/[CH:11]=[C:12](/[CH3:17])\[CH2:13][CH2:14][CH2:15][CH3:16])[CH2:6][C@@H:5]([CH2:19][CH2:20][CH2:21][CH2:22][CH3:23])[O:4]1, predict the reactants needed to synthesize it. The reactants are: C[O:2][C@:3]1([C@@H:24]2[CH2:28][S:27][C:26](=[O:29])[N:25]2CC2C=CC(OC)=CC=2)[CH2:8][C@H:7]([O:9][C:10](=[O:18])/[CH:11]=[C:12](/[CH3:17])\[CH2:13][CH2:14][CH2:15][CH3:16])[CH2:6][C@@H:5]([CH2:19][CH2:20][CH2:21][CH2:22][CH3:23])[O:4]1.CO[C@]1([C@@H]2CSC(=O)N2CC2C=CC(OC)=CC=2)C[C@H]2C[C@@H](CCCC=CCCC(C)=CC(=O)O2)O1. (3) The reactants are: Br[C:2]1[C:3]([O:13][CH3:14])=[C:4]([CH:9]=[C:10]([Cl:12])[CH:11]=1)[C:5]([O:7][CH3:8])=[O:6].[C:15]1(B(O)O)[CH:20]=[CH:19][CH:18]=[CH:17][CH:16]=1.C(=O)([O-])[O-].[K+].[K+]. Given the product [Cl:12][C:10]1[CH:9]=[C:4]([C:5]([O:7][CH3:8])=[O:6])[C:3]([O:13][CH3:14])=[C:2]([C:15]2[CH:20]=[CH:19][CH:18]=[CH:17][CH:16]=2)[CH:11]=1, predict the reactants needed to synthesize it. (4) Given the product [N:1]1([CH2:7][CH2:8][NH:9][C:10]([NH:12][C:13]2[S:14][C:15]3[CH:21]=[C:20]([SH:22])[CH:19]=[CH:18][C:16]=3[N:17]=2)=[O:11])[CH2:2][CH2:3][O:4][CH2:5][CH2:6]1, predict the reactants needed to synthesize it. The reactants are: [N:1]1([CH2:7][CH2:8][NH:9][C:10]([NH:12][C:13]2[S:14][C:15]3[CH:21]=[C:20]([S:22]C#N)[CH:19]=[CH:18][C:16]=3[N:17]=2)=[O:11])[CH2:6][CH2:5][O:4][CH2:3][CH2:2]1.SCC(C(CS)O)O. (5) Given the product [OH:13][CH2:12][C:8]1[N:9]=[C:10]2[C:5]([CH2:4][CH2:3][C:2](=[O:1])[NH:11]2)=[CH:6][CH:7]=1, predict the reactants needed to synthesize it. The reactants are: [O:1]=[C:2]1[N:11]=[C:10]2[C:5](=[CH:6][CH:7]=[C:8]([C:12](O)=[O:13])[NH:9]2)[CH2:4][CH2:3]1.C(N(CC)CC)C.ClC(OCC(C)C)=O.[BH4-].[Na+].Cl. (6) Given the product [C:1]([C:3]1[CH:12]=[C:11]2[C:6]([CH2:7][CH2:8][N:9]([CH2:20][C:21]([O:23][C:24]([CH3:27])([CH3:26])[CH3:25])=[O:22])[CH2:10]2)=[CH:5][CH:4]=1)#[N:2], predict the reactants needed to synthesize it. The reactants are: [C:1]([C:3]1[CH:12]=[C:11]2[C:6]([CH2:7][CH2:8][NH:9][CH2:10]2)=[CH:5][CH:4]=1)#[N:2].C([O-])([O-])=O.[K+].[K+].Br[CH2:20][C:21]([O:23][C:24]([CH3:27])([CH3:26])[CH3:25])=[O:22]. (7) Given the product [ClH:1].[ClH:1].[F:3][C:4]1[CH:5]=[C:6]([CH:22]([C:31]2([OH:37])[CH2:32][CH2:33][CH2:34][CH2:35][CH2:36]2)[CH2:23][N:24]2[CH2:25][CH2:26][NH:27][CH2:28][CH2:29]2)[CH:7]=[CH:8][C:9]=1[O:10][CH2:11][C:12]1[CH:13]=[CH:14][C:15]([CH3:18])=[CH:16][CH:17]=1, predict the reactants needed to synthesize it. The reactants are: [ClH:1].Cl.[F:3][C:4]1[CH:5]=[C:6]([CH:22]([C:31]2([OH:37])[CH2:36][CH2:35][CH2:34][CH2:33][CH2:32]2)[CH2:23][N:24]2[CH2:29][CH2:28][N:27](C)[CH2:26][CH2:25]2)[CH:7]=[CH:8][C:9]=1[O:10][CH2:11][C:12]1[CH:17]=[CH:16][C:15]([C:18](F)(F)F)=[CH:14][CH:13]=1.FC1C=C(C(C2(O)CCCCC2)C(N2CCN(C(OC(C)(C)C)=O)CC2)=O)C=CC=1OCC1C=CC(C)=CC=1. (8) Given the product [C:46]([N:32]1[CH2:31][CH2:30][CH:29]([NH:28][C:26]([C:22]2[C:18]3=[N:19][CH:20]=[CH:21][C:16]([C:8]4[C:9]5[O:13][CH2:12][O:11][C:10]=5[CH:14]=[CH:15][C:7]=4[O:6][CH2:5][CH:2]4[CH2:4][CH2:3]4)=[C:17]3[NH:24][C:23]=2[CH3:25])=[O:27])[CH2:34][CH2:33]1)(=[O:48])[CH3:47], predict the reactants needed to synthesize it. The reactants are: Cl.[CH:2]1([CH2:5][O:6][C:7]2[CH:15]=[CH:14][C:10]3[O:11][CH2:12][O:13][C:9]=3[C:8]=2[C:16]2[CH:21]=[CH:20][N:19]=[C:18]3[C:22]([C:26]([NH:28][CH:29]4[CH2:34][CH2:33][NH:32][CH2:31][CH2:30]4)=[O:27])=[C:23]([CH3:25])[NH:24][C:17]=23)[CH2:4][CH2:3]1.C1CCN2C(=NCCC2)CC1.[C:46](Cl)(=[O:48])[CH3:47].CO. (9) Given the product [CH3:1][O:2][C:3]1[CH:4]=[C:5]([O:16][C:17]2[CH:22]=[CH:21][C:20]([S:23]([CH3:26])(=[O:25])=[O:24])=[CH:19][N:18]=2)[CH:6]=[C:7]2[C:11]=1[NH:10][C:9]([C:12]([OH:14])=[O:13])=[CH:8]2, predict the reactants needed to synthesize it. The reactants are: [CH3:1][O:2][C:3]1[CH:4]=[C:5]([O:16][C:17]2[CH:22]=[CH:21][C:20]([S:23]([CH3:26])(=[O:25])=[O:24])=[CH:19][N:18]=2)[CH:6]=[C:7]2[C:11]=1[NH:10][C:9]([C:12]([O:14]C)=[O:13])=[CH:8]2.[OH-].[Na+]. (10) Given the product [CH2:32]([O:34][C:35](=[O:48])[CH2:36][C:37]1[C:38]([CH3:47])=[C:39]([S:19][C:20]2[CH:21]=[CH:22][C:23]([NH:26][S:27]([CH2:30][CH3:31])(=[O:28])=[O:29])=[CH:24][CH:25]=2)[N:40]2[C:45]=1[CH:44]=[CH:43][C:42]([F:46])=[CH:41]2)[CH3:33], predict the reactants needed to synthesize it. The reactants are: S(Cl)(Cl)(=O)=O.[CH2:30]([S:27]([NH:26][C:23]1[CH:24]=[CH:25][C:20]([S:19][S:19][C:20]2[CH:25]=[CH:24][C:23]([NH:26][S:27]([CH2:30][CH3:31])(=[O:29])=[O:28])=[CH:22][CH:21]=2)=[CH:21][CH:22]=1)(=[O:29])=[O:28])[CH3:31].[CH2:32]([O:34][C:35](=[O:48])[CH2:36][C:37]1[C:38]([CH3:47])=[CH:39][N:40]2[C:45]=1[CH:44]=[CH:43][C:42]([F:46])=[CH:41]2)[CH3:33].